From a dataset of Catalyst prediction with 721,799 reactions and 888 catalyst types from USPTO. Predict which catalyst facilitates the given reaction. (1) Reactant: [F:1][C:2]1[CH:7]=[C:6]([F:8])[CH:5]=[CH:4][C:3]=1[N:9]([CH3:27])[C:10]([C:12]1[S:24][C:23]2[C:22]3[CH:21]=[C:20]([CH:25]=[O:26])[CH:19]=[CH:18][C:17]=3[O:16][CH2:15][C:14]=2[CH:13]=1)=[O:11].[BH4-].[Na+]. Product: [F:1][C:2]1[CH:7]=[C:6]([F:8])[CH:5]=[CH:4][C:3]=1[N:9]([CH3:27])[C:10]([C:12]1[S:24][C:23]2[C:22]3[CH:21]=[C:20]([CH2:25][OH:26])[CH:19]=[CH:18][C:17]=3[O:16][CH2:15][C:14]=2[CH:13]=1)=[O:11]. The catalyst class is: 8. (2) Reactant: [Cl:1][C:2]1[N:7]=[CH:6][N:5]=[C:4]([NH2:8])[C:3]=1[NH2:9].[O:10]1[CH2:15][CH2:14][N:13]([CH2:16][C:17]2[CH:25]=[CH:24][C:20]([C:21](O)=O)=[CH:19][CH:18]=2)[CH2:12][CH2:11]1.[Cl-].[NH4+]. Product: [Cl:1][C:2]1[N:7]=[CH:6][N:5]=[C:4]2[C:3]=1[N:9]=[C:21]([C:20]1[CH:19]=[CH:18][C:17]([CH2:16][N:13]3[CH2:14][CH2:15][O:10][CH2:11][CH2:12]3)=[CH:25][CH:24]=1)[NH:8]2. The catalyst class is: 265.